This data is from Forward reaction prediction with 1.9M reactions from USPTO patents (1976-2016). The task is: Predict the product of the given reaction. (1) Given the reactants C1C=[N+]([C@@H:26]2[O:27][C@H:23]([CH2:22]OP(OP(O[CH2:22][C@H:23]3[O:27][C@@H:26](N4C5N=CN=C(N)C=5N=C4)[C@H:25]([OH:38])[C@@H:24]3O)(O)=O)(O)=O)[C@@H:24](O)[C@H:25]2[OH:38])C=C(C(N)=O)C=1.[Cl-].[C:46]1([PH+](C2C=CC=CC=2)C2C=CC=CC=2)C=CC=CC=1.[CH3:65][C:66](O[C@@H]1[C@@]2(C)O[C@](C=C)(C)CC(=O)[C@]2(O)[C@@]2(C)[C@@H](O)CCC(C)(C)[C@@H]2[C@@H]1O)=[O:67].C[N+]1C=[C:97]2[C:102](OC)=[C:101](OC)[CH:100]=[CH:99][C:98]2=[C:107]2C=[CH:115][C:114]3[CH:113]=[C:112]4OC[O:119][C:111]4=[CH:110][C:109]=3[C:108]=12, predict the reaction product. The product is: [CH3:65][C:66]([O:27][CH2:26][C:25]([C@@H:24]1[C@@:23]2([CH3:22])[CH2:46][CH2:102][C@@H:97]3[C@:114]4([CH3:115])[C:109](=[CH:110][C:111]([CH2:112][CH2:113]4)=[O:119])[CH2:108][CH2:107][C@H:98]3[C@@H:99]2[CH2:100][CH2:101]1)=[O:38])=[O:67]. (2) The product is: [F:19][C:20]1[CH:21]=[C:22]2[C:26](=[CH:27][CH:28]=1)[CH2:25][N:24]([C:14](=[O:16])[CH2:13][N:10]1[CH2:11][CH2:12][CH:8]([C:5]3[CH:4]=[CH:3][C:2]([F:1])=[CH:7][CH:6]=3)[C:9]1=[O:17])[CH2:23]2. Given the reactants [F:1][C:2]1[CH:7]=[CH:6][C:5]([CH:8]2[CH2:12][CH2:11][N:10]([CH2:13][C:14]([OH:16])=O)[C:9]2=[O:17])=[CH:4][CH:3]=1.Cl.[F:19][C:20]1[CH:21]=[C:22]2[C:26](=[CH:27][CH:28]=1)[CH2:25][NH:24][CH2:23]2.C(N=C=NCCCN(C)C)C, predict the reaction product. (3) Given the reactants [C:1]([C:4]1[CH:5]=[C:6]([CH:27]=[CH:28][C:29]=1[O:30]C)[O:7][C:8]1[C:9]([CH3:26])=[CH:10][C:11]([NH:17][C:18](=[O:25])[CH2:19][C:20]([O:22][CH2:23][CH3:24])=[O:21])=[C:12]2[C:16]=1[CH2:15][CH2:14][CH2:13]2)(=[O:3])[CH3:2].B(Cl)(Cl)Cl.C(O)C, predict the reaction product. The product is: [C:1]([C:4]1[CH:5]=[C:6]([CH:27]=[CH:28][C:29]=1[OH:30])[O:7][C:8]1[C:9]([CH3:26])=[CH:10][C:11]([NH:17][C:18](=[O:25])[CH2:19][C:20]([O:22][CH2:23][CH3:24])=[O:21])=[C:12]2[C:16]=1[CH2:15][CH2:14][CH2:13]2)(=[O:3])[CH3:2].